This data is from Catalyst prediction with 721,799 reactions and 888 catalyst types from USPTO. The task is: Predict which catalyst facilitates the given reaction. Reactant: [CH2:1]([N:8]1[C:16]2[C:11](=[CH:12][CH:13]=[C:14]([C:17]([O:19]CC3C=CC=CC=3)=[O:18])[CH:15]=2)[CH2:10][CH2:9]1)[C:2]1[CH:7]=[CH:6][CH:5]=[CH:4][CH:3]=1.[OH-].[Na+]. Product: [CH2:1]([N:8]1[C:16]2[C:11](=[CH:12][CH:13]=[C:14]([C:17]([OH:19])=[O:18])[CH:15]=2)[CH2:10][CH2:9]1)[C:2]1[CH:7]=[CH:6][CH:5]=[CH:4][CH:3]=1. The catalyst class is: 12.